From a dataset of Full USPTO retrosynthesis dataset with 1.9M reactions from patents (1976-2016). Predict the reactants needed to synthesize the given product. (1) Given the product [C:1]([O:5][C:6]([NH:8][C@@H:9]1[C:23](=[O:24])[N:22]2[CH2:25][C@H:26]([O:28][C:29]3[CH:38]=[N:37][C:36]4[C:31](=[CH:32][CH:33]=[CH:34][CH:35]=4)[N:30]=3)[CH2:27][C@H:21]2[C:20](=[O:39])[NH:19][C@:18]2([C:41]([OH:43])=[O:42])[CH2:40][C@H:17]2[CH2:16][C:15]([F:46])([F:47])[CH2:14][CH2:13][CH2:12][CH2:11][CH2:10]1)=[O:7])([CH3:4])([CH3:2])[CH3:3], predict the reactants needed to synthesize it. The reactants are: [C:1]([O:5][C:6]([NH:8][C@@H:9]1[C:23](=[O:24])[N:22]2[CH2:25][C@H:26]([O:28][C:29]3[CH:38]=[N:37][C:36]4[C:31](=[CH:32][CH:33]=[CH:34][CH:35]=4)[N:30]=3)[CH2:27][C@H:21]2[C:20](=[O:39])[NH:19][C@:18]2([C:41]([O:43]CC)=[O:42])[CH2:40][C@H:17]2[CH2:16][C:15]([F:47])([F:46])[CH2:14][CH2:13][CH2:12][CH2:11][CH2:10]1)=[O:7])([CH3:4])([CH3:3])[CH3:2].O.[OH-].[Li+].Cl. (2) The reactants are: [CH:1](I)([CH3:3])[CH3:2].[CH3:5][P:6]([C:9]1[CH:14]=[CH:13][C:12]([NH:15][C:16]2[N:24]=[C:23](I)[N:22]=[C:21]3[C:17]=2[N:18]=[CH:19][N:20]3[CH:26]=[CH2:27])=[CH:11][CH:10]=1)([CH3:8])=[O:7].[I-].C([Zn+])(C)C.C1COCC1. Given the product [CH3:5][P:6]([C:9]1[CH:14]=[CH:13][C:12]([NH:15][C:16]2[N:24]=[C:23]([CH:1]([CH3:3])[CH3:2])[N:22]=[C:21]3[C:17]=2[N:18]=[CH:19][N:20]3[CH:26]=[CH2:27])=[CH:11][CH:10]=1)([CH3:8])=[O:7], predict the reactants needed to synthesize it. (3) Given the product [F:23][C:22]1[C:17]([C:13]2[N:12]([CH2:11][C:6]3[N:5]=[CH:4][N:3]=[C:2]([NH:49][NH2:50])[C:7]=3[CH2:8][CH2:9][CH3:10])[CH:16]=[CH:15][N:14]=2)=[N:18][CH:19]=[CH:20][CH:21]=1, predict the reactants needed to synthesize it. The reactants are: Cl[C:2]1[C:7]([CH2:8][CH2:9][CH3:10])=[C:6]([CH2:11][N:12]2[CH:16]=[CH:15][N:14]=[C:13]2[C:17]2[C:22]([F:23])=[CH:21][CH:20]=[CH:19][N:18]=2)[N:5]=[CH:4][N:3]=1.C(C1C(Cl)=NC=NC=1CBr)CC.FC1C(C2NC=CN=2)=NC=CC=1.O.[NH2:49][NH2:50].